The task is: Predict the reactants needed to synthesize the given product.. This data is from Full USPTO retrosynthesis dataset with 1.9M reactions from patents (1976-2016). Given the product [N:18]1[C:17]2[NH:21][CH:22]=[CH:23][C:16]=2[C:15]([N:1]2[CH2:5][CH2:4][C@@H:3]([NH:6][C:7](=[O:13])[O:8][C:9]([CH3:10])([CH3:12])[CH3:11])[CH2:2]2)=[N:20][CH:19]=1, predict the reactants needed to synthesize it. The reactants are: [NH:1]1[CH2:5][CH2:4][C@@H:3]([NH:6][C:7](=[O:13])[O:8][C:9]([CH3:12])([CH3:11])[CH3:10])[CH2:2]1.Cl[C:15]1[C:16]2[CH:23]=[CH:22][NH:21][C:17]=2[N:18]=[CH:19][N:20]=1.CCN(C(C)C)C(C)C.